This data is from Reaction yield outcomes from USPTO patents with 853,638 reactions. The task is: Predict the reaction yield, written as a fraction of the theoretical maximum amount of product (1.0 means a 100% yield; for example, 0.34 means a 34% yield). (1) The reactants are [CH3:1][C:2]1[CH:7]=[CH:6][C:5]([S:8]([N:11]([C@H:16]([C:41]([OH:43])=O)[CH2:17][CH2:18][CH2:19][CH2:20][NH:21][C:22]([C@@H:24]([NH:32][S:33]([C:36]2[S:40][CH:39]=[CH:38][CH:37]=2)(=[O:35])=[O:34])[CH2:25][C:26]2[CH:31]=[CH:30][CH:29]=[CH:28][CH:27]=2)=[O:23])[CH2:12][CH:13]([CH3:15])[CH3:14])(=[O:10])=[O:9])=[CH:4][CH:3]=1.C1C([N+:50]([O-])=O)=CC=C(O)C=1.C1CCC(N=C=NC2CCCCC2)CC1.N. The catalyst is CCOC(C)=O.C(O)C. The product is [CH3:1][C:2]1[CH:7]=[CH:6][C:5]([S:8]([N:11]([C@H:16]([C:41]([NH2:50])=[O:43])[CH2:17][CH2:18][CH2:19][CH2:20][NH:21][C:22]([C@@H:24]([NH:32][S:33]([C:36]2[S:40][CH:39]=[CH:38][CH:37]=2)(=[O:34])=[O:35])[CH2:25][C:26]2[CH:27]=[CH:28][CH:29]=[CH:30][CH:31]=2)=[O:23])[CH2:12][CH:13]([CH3:15])[CH3:14])(=[O:10])=[O:9])=[CH:4][CH:3]=1. The yield is 0.110. (2) The reactants are [Br:1][C:2]1[C:10]2[O:9][C:8]([CH:11]3[CH2:13][CH2:12]3)=[CH:7][C:6]=2[CH:5]=[C:4]([S:14]([CH3:17])(=[O:16])=[O:15])[CH:3]=1.[SiH](CC)(CC)CC.C(O)(C(F)(F)F)=O. The catalyst is [OH-].[Na+]. The product is [Br:1][C:2]1[C:10]2[O:9][CH:8]([CH:11]3[CH2:13][CH2:12]3)[CH2:7][C:6]=2[CH:5]=[C:4]([S:14]([CH3:17])(=[O:15])=[O:16])[CH:3]=1. The yield is 0.330. (3) The reactants are Br[C:2]1[CH:3]=[C:4]([C@@:9]([NH:31][S@@:32]([C:34]([CH3:37])([CH3:36])[CH3:35])=[O:33])([C:17]2[CH:22]=[C:21]([O:23][C:24]([F:29])([F:28])[CH:25]([F:27])[F:26])[CH:20]=[C:19]([F:30])[CH:18]=2)[CH2:10][C:11]2[CH:16]=[CH:15][CH:14]=[CH:13][CH:12]=2)[CH:5]=[CH:6][C:7]=1[F:8].[C:38]([O:42][CH3:43])(=[O:41])[CH:39]=[CH2:40].C(P(C(C)(C)C)C(C)(C)C)(C)(C)C.C(=O)([O-])[O-].[Cs+].[Cs+]. The catalyst is CN(C=O)C.C1C=CC(/C=C/C(/C=C/C2C=CC=CC=2)=O)=CC=1.C1C=CC(/C=C/C(/C=C/C2C=CC=CC=2)=O)=CC=1.C1C=CC(/C=C/C(/C=C/C2C=CC=CC=2)=O)=CC=1.[Pd].[Pd]. The product is [CH3:36][C:34]([CH3:37])([S@:32]([NH:31][C@:9]([C:4]1[CH:3]=[CH:2][C:7]([F:8])=[C:6](/[CH:40]=[CH:39]/[C:38]([O:42][CH3:43])=[O:41])[CH:5]=1)([C:17]1[CH:22]=[C:21]([O:23][C:24]([F:29])([F:28])[CH:25]([F:27])[F:26])[CH:20]=[C:19]([F:30])[CH:18]=1)[CH2:10][C:11]1[CH:12]=[CH:13][CH:14]=[CH:15][CH:16]=1)=[O:33])[CH3:35]. The yield is 0.960. (4) The reactants are [N+:1]([C:4]1[CH:9]=[CH:8][N:7]=[C:6]([N:10](C(OC(C)(C)C)=O)[NH:11]C(OC(C)(C)C)=O)[CH:5]=1)([O-:3])=[O:2].[ClH:26]. The catalyst is C(O)C. The product is [ClH:26].[ClH:26].[NH:10]([C:6]1[CH:5]=[C:4]([N+:1]([O-:3])=[O:2])[CH:9]=[CH:8][N:7]=1)[NH2:11]. The yield is 0.720. (5) The product is [F:30][C:5]1[CH:4]=[C:3]([F:31])[CH:2]=[CH:7][C:6]=1[C@:8]1([CH3:29])[CH2:13][C@H:12]([C:14]2[C:15]([CH3:20])=[N:16][O:17][C:18]=2[CH3:19])[S:11][C:10]([NH:21][C:22](=[O:28])[O:23][C:24]([CH3:26])([CH3:25])[CH3:27])=[N:9]1. The catalyst is C1COCC1. The reactants are Br[C:2]1[C:3]([F:31])=[CH:4][C:5]([F:30])=[C:6]([C@:8]2([CH3:29])[CH2:13][C@H:12]([C:14]3[C:15]([CH3:20])=[N:16][O:17][C:18]=3[CH3:19])[S:11][C:10]([NH:21][C:22](=[O:28])[O:23][C:24]([CH3:27])([CH3:26])[CH3:25])=[N:9]2)[CH:7]=1.C([Li])CCC. The yield is 0.850. (6) The reactants are [OH:1][C:2]1[C:3]([P:12](=[O:25])([C:19]2[CH:24]=[CH:23][CH:22]=[CH:21][CH:20]=2)[C:13]2[CH:18]=[CH:17][CH:16]=[CH:15][CH:14]=2)=[N:4][C:5]2[C:10]([CH:11]=1)=[CH:9][CH:8]=[CH:7][CH:6]=2.CC(C)([O-])C.[Li+:31]. The catalyst is C(#N)C. The product is [C:13]1([P:12]([C:3]2[C:2]([O-:1])=[CH:11][C:10]3[C:5](=[CH:6][CH:7]=[CH:8][CH:9]=3)[N:4]=2)([C:19]2[CH:20]=[CH:21][CH:22]=[CH:23][CH:24]=2)=[O:25])[CH:14]=[CH:15][CH:16]=[CH:17][CH:18]=1.[Li+:31]. The yield is 0.890.